From a dataset of Catalyst prediction with 721,799 reactions and 888 catalyst types from USPTO. Predict which catalyst facilitates the given reaction. (1) Reactant: [NH2:1][C:2]1[S:3][CH:4]=[C:5]([C:7]([O:9][CH2:10][CH3:11])=[O:8])[N:6]=1.[O:12]1[C:16]2[CH:17]=[CH:18][C:19]([C:21]3[S:22][CH:23]=[C:24]([C:26](O)=[O:27])[N:25]=3)=[CH:20][C:15]=2[CH2:14][CH2:13]1.CN(C(ON1N=NC2C=CC=CC1=2)=[N+](C)C)C.F[P-](F)(F)(F)(F)F.CCN(C(C)C)C(C)C. Product: [O:12]1[C:16]2[CH:17]=[CH:18][C:19]([C:21]3[S:22][CH:23]=[C:24]([C:26]([NH:1][C:2]4[S:3][CH:4]=[C:5]([C:7]([O:9][CH2:10][CH3:11])=[O:8])[N:6]=4)=[O:27])[N:25]=3)=[CH:20][C:15]=2[CH2:14][CH2:13]1. The catalyst class is: 2. (2) Reactant: [Al+3].[Cl-].[Cl-].[Cl-].[N+:5]([C:8]1[CH:16]=[CH:15][C:11]([C:12](Cl)=[O:13])=[CH:10][CH:9]=1)([O-:7])=[O:6].[NH:17]1[C:25]2[C:20](=[CH:21][CH:22]=[CH:23][CH:24]=2)[CH2:19][C:18]1=[O:26].Cl. Product: [N+:5]([C:8]1[CH:16]=[CH:15][C:11]([C:12]([C:22]2[CH:21]=[C:20]3[C:25](=[CH:24][CH:23]=2)[NH:17][C:18](=[O:26])[CH2:19]3)=[O:13])=[CH:10][CH:9]=1)([O-:7])=[O:6]. The catalyst class is: 136. (3) Reactant: C[O:2][C:3]1(OC)[CH2:8][CH2:7][N:6]([C:9]2[CH:14]=[CH:13][C:12]([N:15]3[CH2:19][C@H:18]([CH2:20][CH2:21][C:22]([NH2:24])=[O:23])[O:17][C:16]3=[O:25])=[CH:11][CH:10]=2)[CH2:5][CH:4]1[F:26].CSC.C(Cl)(=O)C. Product: [O:2]=[C:3]1[CH2:8][CH2:7][N:6]([C:9]2[CH:14]=[CH:13][C:12]([N:15]3[CH2:19][C@H:18]([CH2:20][CH2:21][C:22]([NH2:24])=[O:23])[O:17][C:16]3=[O:25])=[CH:11][CH:10]=2)[CH2:5][CH:4]1[F:26]. The catalyst class is: 530. (4) Reactant: [Cl:1][C:2]1[C:7]([C:8]([O:10][CH3:11])=[O:9])=[C:6](Cl)[N:5]=[CH:4][N:3]=1.[F:13][C:14]1[CH:19]=[C:18]([F:20])[CH:17]=[CH:16][C:15]=1[CH2:21][OH:22].[H-].[Na+].O. Product: [Cl:1][C:2]1[C:7]([C:8]([O:10][CH3:11])=[O:9])=[C:6]([O:22][CH2:21][C:15]2[CH:16]=[CH:17][C:18]([F:20])=[CH:19][C:14]=2[F:13])[N:5]=[CH:4][N:3]=1. The catalyst class is: 56. (5) Reactant: [CH3:1][CH:2]([NH2:4])[CH3:3].C[Al](C)C.[Si]([O:16][N:17]=[C:18]1[C:26]2[C:21](=[CH:22][C:23]([NH:27][C:28]3[C:36]4[C:31](=[CH:32][N:33]=[CH:34][CH:35]=4)[O:30][C:29]=3[C:37]([O:39]CC)=O)=[CH:24][CH:25]=2)[CH2:20][CH2:19]1)(C(C)(C)C)(C)C.C(=O)(O)[O-].[Na+].CCCC[N+](CCCC)(CCCC)CCCC.[F-]. Product: [OH:16][N:17]=[C:18]1[C:26]2[C:21](=[CH:22][C:23]([NH:27][C:28]3[C:36]4[C:31](=[CH:32][N:33]=[CH:34][CH:35]=4)[O:30][C:29]=3[C:37]([NH:4][CH:2]([CH3:3])[CH3:1])=[O:39])=[CH:24][CH:25]=2)[CH2:20][CH2:19]1. The catalyst class is: 11. (6) The catalyst class is: 7. Product: [O:11]=[C:6]1[CH2:7][CH2:8][CH2:9][CH2:10][N:5]1[CH2:4][CH:3]=[O:2]. Reactant: C[O:2][CH:3](OC)[CH2:4][N:5]1[CH2:10][CH2:9][CH2:8][CH2:7][C:6]1=[O:11].